Dataset: Peptide-MHC class II binding affinity with 134,281 pairs from IEDB. Task: Regression. Given a peptide amino acid sequence and an MHC pseudo amino acid sequence, predict their binding affinity value. This is MHC class II binding data. (1) The peptide sequence is EVFYATSPEKFTF. The MHC is DRB1_0401 with pseudo-sequence DRB1_0401. The binding affinity (normalized) is 0.430. (2) The peptide sequence is GAATVAAGAATTAAG. The MHC is HLA-DQA10102-DQB10602 with pseudo-sequence HLA-DQA10102-DQB10602. The binding affinity (normalized) is 0.530.